From a dataset of Forward reaction prediction with 1.9M reactions from USPTO patents (1976-2016). Predict the product of the given reaction. (1) Given the reactants Cl[C:2]1[N:7]=[CH:6][C:5]([C:8]2[N:13]3[CH:14]=[C:15]([CH2:17][O:18][C:19]4[CH:28]=[CH:27][C:26]5[C:21](=[CH:22][CH:23]=[CH:24][CH:25]=5)[N:20]=4)[N:16]=[C:12]3[C:11]([N:29]3[CH2:34][CH2:33][O:32][CH2:31][CH2:30]3)=[N:10][CH:9]=2)=[CH:4][CH:3]=1.[C:35]([N:42]1[CH2:47][CH:46]=[C:45](B2OC(C)(C)C(C)(C)O2)[CH2:44][CH2:43]1)([O:37][C:38]([CH3:41])([CH3:40])[CH3:39])=[O:36], predict the reaction product. The product is: [O:32]1[CH2:33][CH2:34][N:29]([C:11]2[C:12]3[N:13]([CH:14]=[C:15]([CH2:17][O:18][C:19]4[CH:28]=[CH:27][C:26]5[C:21](=[CH:22][CH:23]=[CH:24][CH:25]=5)[N:20]=4)[N:16]=3)[C:8]([C:5]3[CH:4]=[CH:3][C:2]([C:45]4[CH2:46][CH2:47][N:42]([C:35]([O:37][C:38]([CH3:41])([CH3:40])[CH3:39])=[O:36])[CH2:43][CH:44]=4)=[N:7][CH:6]=3)=[CH:9][N:10]=2)[CH2:30][CH2:31]1. (2) Given the reactants C([O:8][C:9]1[N:13]([CH3:14])[N:12]=[C:11]([C:15]([N:17]2[CH2:22][CH2:21][N:20]([C:23]3[CH:28]=[CH:27][CH:26]=[CH:25][C:24]=3[C:29]([CH3:32])([CH3:31])[CH3:30])[CH2:19][CH2:18]2)=[O:16])[CH:10]=1)C1C=CC=CC=1, predict the reaction product. The product is: [C:29]([C:24]1[CH:25]=[CH:26][CH:27]=[CH:28][C:23]=1[N:20]1[CH2:19][CH2:18][N:17]([C:15]([C:11]2[CH:10]=[C:9]([OH:8])[N:13]([CH3:14])[N:12]=2)=[O:16])[CH2:22][CH2:21]1)([CH3:32])([CH3:30])[CH3:31]. (3) Given the reactants [Br:1][CH2:2][C:3]([CH3:8])([CH3:7])[C:4](O)=[O:5].C(Cl)(=O)C(Cl)=O.[F:15][C:16]1[CH:21]=[CH:20][C:19]([N:22]2[CH2:27][CH2:26][NH:25][CH2:24][CH2:23]2)=[CH:18][CH:17]=1.CCN(C(C)C)C(C)C, predict the reaction product. The product is: [Br:1][CH:24]1[NH:25][CH2:26][CH2:27][N:22]([C:19]2[CH:18]=[CH:17][C:16]([F:15])=[CH:21][CH:20]=2)[CH2:23]1.[CH3:2][C:3]([CH3:8])([CH3:7])[CH:4]=[O:5]. (4) Given the reactants [NH2:1][C:2]1[N:7]=[C:6]([OH:8])[CH:5]=[CH:4][C:3]=1[Br:9].[OH-].[K+].[CH3:12]OS(OC)(=O)=O, predict the reaction product. The product is: [Br:9][C:3]1[C:2]([NH2:1])=[N:7][C:6]([O:8][CH3:12])=[CH:5][CH:4]=1. (5) The product is: [CH2:13]([O:15][C:16]1[C:17]2[CH:28]=[C:27]([CH2:29][CH3:30])[N:26]([S:31]([C:34]3[CH:39]=[CH:38][CH:37]=[CH:36][CH:35]=3)(=[O:32])=[O:33])[C:18]=2[N:19]=[C:20]([NH:6][C:7]2[CH:8]=[N:9][CH:10]=[CH:11][CH:12]=2)[N:21]=1)[CH3:14]. Given the reactants [Li]CCCC.[NH2:6][C:7]1[CH:8]=[N:9][CH:10]=[CH:11][CH:12]=1.[CH2:13]([O:15][C:16]1[C:17]2[CH:28]=[C:27]([CH2:29][CH3:30])[N:26]([S:31]([C:34]3[CH:39]=[CH:38][CH:37]=[CH:36][CH:35]=3)(=[O:33])=[O:32])[C:18]=2[N:19]=[C:20](S(C)(=O)=O)[N:21]=1)[CH3:14].O, predict the reaction product.